From a dataset of Catalyst prediction with 721,799 reactions and 888 catalyst types from USPTO. Predict which catalyst facilitates the given reaction. (1) Reactant: [C:1]([O:5][C:6]([N:8]1[CH2:13][CH2:12][C:11]([CH:21]([C:25]#[N:26])C(O)=O)([C:14]2[CH:19]=[CH:18][C:17]([Cl:20])=[CH:16][CH:15]=2)[CH2:10][CH2:9]1)=[O:7])([CH3:4])([CH3:3])[CH3:2]. Product: [Cl:20][C:17]1[CH:16]=[CH:15][C:14]([C:11]2([CH2:21][C:25]#[N:26])[CH2:10][CH2:9][N:8]([C:6]([O:5][C:1]([CH3:2])([CH3:3])[CH3:4])=[O:7])[CH2:13][CH2:12]2)=[CH:19][CH:18]=1. The catalyst class is: 10. (2) Reactant: [F:1][C:2]1[CH:3]=[C:4]2[C:8](=[CH:9][CH:10]=1)[NH:7][C:6](=[O:11])[C:5]2=[CH:12][C:13]1[CH:14]=[C:15]([CH:27]=[CH:28][CH:29]=1)[C:16]([NH:18][CH2:19][CH2:20][CH2:21][CH2:22][CH2:23][C:24](O)=[O:25])=[O:17].Cl.C(N=C=NCCCN(C)C)C.OC1C2N=NNC=2C=CC=1.C(N(CC)CC)C.[F:59][C:60]1[CH:65]=[CH:64][C:63]([NH2:66])=[C:62]([NH2:67])[CH:61]=1. Product: [F:1][C:2]1[CH:3]=[C:4]2[C:8](=[CH:9][CH:10]=1)[NH:7][C:6](=[O:11])[C:5]2=[CH:12][C:13]1[CH:14]=[C:15]([CH:27]=[CH:28][CH:29]=1)[C:16]([NH:18][CH2:19][CH2:20][CH2:21][CH2:22][CH2:23][C:24]([NH:66][C:63]1[CH:64]=[CH:65][C:60]([F:59])=[CH:61][C:62]=1[NH2:67])=[O:25])=[O:17]. The catalyst class is: 650. (3) Product: [CH2:19]([O:21][C:22](=[O:33])[NH:23][C:24]1[CH:29]=[CH:28][C:27]([C:30]2[NH:1][C:2]3[CH:3]=[C:4]([C:5](=[O:6])[NH:7][C:8]4[CH:13]=[CH:12][CH:11]=[C:10]([Cl:14])[CH:9]=4)[CH:15]=[CH:16][C:17]=3[N:18]=2)=[C:26]([CH3:32])[CH:25]=1)[CH3:20]. Reactant: [NH2:1][C:2]1[CH:3]=[C:4]([CH:15]=[CH:16][C:17]=1[NH2:18])[C:5]([NH:7][C:8]1[CH:13]=[CH:12][CH:11]=[C:10]([Cl:14])[CH:9]=1)=[O:6].[CH2:19]([O:21][C:22](=[O:33])[NH:23][C:24]1[CH:29]=[CH:28][C:27]([CH:30]=O)=[C:26]([CH3:32])[CH:25]=1)[CH3:20]. The catalyst class is: 5. (4) The catalyst class is: 4. Reactant: N1C(C)=CC=CC=1C.[C:9]([O:17][C@@H:18]([CH3:39])[C:19](=[O:38])[C@H:20]([CH3:37])[C@H:21]([OH:36])/[C:22](/[CH3:35])=[CH:23]/[CH2:24][O:25][CH2:26][C:27]1[CH:32]=[CH:31][C:30]([O:33][CH3:34])=[CH:29][CH:28]=1)(=[O:16])[C:10]1[CH:15]=[CH:14][CH:13]=[CH:12][CH:11]=1.[Si:40](OS(C(F)(F)F)(=O)=O)([C:43]([CH3:46])([CH3:45])[CH3:44])([CH3:42])[CH3:41].C(=O)([O-])O.[Na+]. Product: [C:9]([O:17][C@@H:18]([CH3:39])[C:19](=[O:38])[C@H:20]([CH3:37])[C@H:21]([O:36][Si:40]([C:43]([CH3:46])([CH3:45])[CH3:44])([CH3:42])[CH3:41])/[C:22](/[CH3:35])=[CH:23]/[CH2:24][O:25][CH2:26][C:27]1[CH:28]=[CH:29][C:30]([O:33][CH3:34])=[CH:31][CH:32]=1)(=[O:16])[C:10]1[CH:11]=[CH:12][CH:13]=[CH:14][CH:15]=1. (5) Reactant: [C:1]([O:5][C:6]([N:8]1[CH2:13][CH2:12][C:11](=O)[CH2:10][CH2:9]1)=[O:7])([CH3:4])([CH3:3])[CH3:2].[CH3:15][C:16]1[C:22]([CH3:23])=[CH:21][CH:20]=[CH:19][C:17]=1[NH2:18].C(O)(=O)C.C(O[BH-](OC(=O)C)OC(=O)C)(=O)C.[Na+].C(=O)(O)[O-].[Na+]. Product: [C:1]([O:5][C:6]([N:8]1[CH2:13][CH2:12][CH:11]([NH:18][C:17]2[CH:19]=[CH:20][CH:21]=[C:22]([CH3:23])[C:16]=2[CH3:15])[CH2:10][CH2:9]1)=[O:7])([CH3:4])([CH3:3])[CH3:2]. The catalyst class is: 26. (6) Reactant: [Cl:1][C:2]1[C:3]([CH3:38])=[C:4]([CH:35]=[CH:36][CH:37]=1)[O:5][C:6]1[C:7]([C:23]([NH:25]CC2C=CC(OC)=CC=2)=[O:24])=[C:8]([NH:14][C:15]2[CH:20]=[CH:19][C:18]([I:21])=[CH:17][C:16]=2[F:22])[N:9]([CH3:13])[C:10](=[O:12])[CH:11]=1.[Cl-].[Al+3].[Cl-].[Cl-]. Product: [Cl:1][C:2]1[C:3]([CH3:38])=[C:4]([CH:35]=[CH:36][CH:37]=1)[O:5][C:6]1[C:7]([C:23]([NH2:25])=[O:24])=[C:8]([NH:14][C:15]2[CH:20]=[CH:19][C:18]([I:21])=[CH:17][C:16]=2[F:22])[N:9]([CH3:13])[C:10](=[O:12])[CH:11]=1. The catalyst class is: 520. (7) Reactant: Cl.[O:2]=[C:3]1[C:17]2[C:12](=[CH:13][CH:14]=[C:15]([C:18]3[CH:19]=[C:20]([CH:24]=[CH:25][CH:26]=3)[C:21]([NH2:23])=[O:22])[CH:16]=2)[O:11][C:5]2([CH2:10][CH2:9][NH:8][CH2:7][CH2:6]2)[CH2:4]1.[CH:27]1([N:30]2[C:38]3[C:33](=[C:34]([C:42]4[NH:46][N:45]=[N:44][N:43]=4)[CH:35]=[C:36]([C:39](O)=[O:40])[CH:37]=3)[CH:32]=[CH:31]2)[CH2:29][CH2:28]1.CCN=C=NCCCN(C)C.C1C=CC2N(O)N=NC=2C=1.Cl. The catalyst class is: 851. Product: [CH:27]1([N:30]2[C:38]3[C:33](=[C:34]([C:42]4[NH:46][N:45]=[N:44][N:43]=4)[CH:35]=[C:36]([C:39]([N:8]4[CH2:7][CH2:6][C:5]5([CH2:4][C:3](=[O:2])[C:17]6[C:12](=[CH:13][CH:14]=[C:15]([C:18]7[CH:19]=[C:20]([CH:24]=[CH:25][CH:26]=7)[C:21]([NH2:23])=[O:22])[CH:16]=6)[O:11]5)[CH2:10][CH2:9]4)=[O:40])[CH:37]=3)[CH:32]=[CH:31]2)[CH2:28][CH2:29]1. (8) Reactant: [Cl:1][CH2:2][CH2:3][CH2:4][CH2:5][O:6][C:7]1[CH:12]=[CH:11][C:10]([CH:13]2[CH:18]([C:19]3[CH:24]=[CH:23][C:22]([OH:25])=[CH:21][CH:20]=3)[C:17]([C:31]([F:34])([F:33])[F:32])([O:26][Si](C)(C)C)[C:16]3[CH:35]=[CH:36][C:37]([OH:39])=[CH:38][C:15]=3[O:14]2)=[CH:9][CH:8]=1.Cl. Product: [Cl:1][CH2:2][CH2:3][CH2:4][CH2:5][O:6][C:7]1[CH:12]=[CH:11][C:10]([CH:13]2[CH:18]([C:19]3[CH:24]=[CH:23][C:22]([OH:25])=[CH:21][CH:20]=3)[C:17]([OH:26])([C:31]([F:34])([F:32])[F:33])[C:16]3[CH:35]=[CH:36][C:37]([OH:39])=[CH:38][C:15]=3[O:14]2)=[CH:9][CH:8]=1. The catalyst class is: 5. (9) Reactant: [O:1]1[CH2:4][C:3](=O)[CH2:2]1.C[Si]([C:10]#[N:11])(C)C.[CH2:12]([NH:19][CH2:20][C:21]1[CH:26]=[CH:25][CH:24]=[CH:23][CH:22]=1)[C:13]1[CH:18]=[CH:17][CH:16]=[CH:15][CH:14]=1. Product: [CH2:20]([N:19]([CH2:12][C:13]1[CH:18]=[CH:17][CH:16]=[CH:15][CH:14]=1)[C:3]1([C:10]#[N:11])[CH2:4][O:1][CH2:2]1)[C:21]1[CH:26]=[CH:25][CH:24]=[CH:23][CH:22]=1. The catalyst class is: 15. (10) Product: [C:32]([O:31][C:29]([N:5]1[CH2:6][CH2:7][N:8]([C:10]([C:12]2[NH:14][C:15]([C:21]3[O:22][CH:23]=[C:24]([CH:26]([CH3:28])[CH3:27])[N:25]=3)=[C:16]([CH:18]([CH3:19])[CH3:20])[CH:17]=2)=[O:11])[CH2:9][C@@H:4]1[CH:1]([CH3:2])[CH3:3])=[O:30])([CH3:35])([CH3:34])[CH3:33]. The catalyst class is: 565. Reactant: [CH:1]([C@H:4]1[CH2:9][N:8]([C:10]([C:12]2N=[N:14][C:15]([C:21]3[O:22][CH:23]=[C:24]([CH:26]([CH3:28])[CH3:27])[N:25]=3)=[C:16]([CH:18]([CH3:20])[CH3:19])[CH:17]=2)=[O:11])[CH2:7][CH2:6][N:5]1[C:29]([O:31][C:32]([CH3:35])([CH3:34])[CH3:33])=[O:30])([CH3:3])[CH3:2].